From a dataset of Full USPTO retrosynthesis dataset with 1.9M reactions from patents (1976-2016). Predict the reactants needed to synthesize the given product. Given the product [N:39]1([C:37]([O:32]/[N:31]=[C:29](\[NH2:30])/[CH2:28][CH2:27][CH2:26][N:25]([C:5]2[C:4]([CH:1]3[CH2:3][CH2:2]3)=[CH:24][C:8]3[C:9]([C:19]4[NH:20][CH:21]=[CH:22][N:23]=4)=[C:10]([C:12]4[CH:17]=[CH:16][C:15]([F:18])=[CH:14][CH:13]=4)[O:11][C:7]=3[CH:6]=2)[S:33]([CH3:36])(=[O:35])=[O:34])=[S:38])[CH:43]=[CH:42][N:41]=[CH:40]1, predict the reactants needed to synthesize it. The reactants are: [CH:1]1([C:4]2[C:5]([N:25]([S:33]([CH3:36])(=[O:35])=[O:34])[CH2:26][CH2:27][CH2:28]/[C:29](=[N:31]/[OH:32])/[NH2:30])=[CH:6][C:7]3[O:11][C:10]([C:12]4[CH:17]=[CH:16][C:15]([F:18])=[CH:14][CH:13]=4)=[C:9]([C:19]4[NH:20][CH:21]=[CH:22][N:23]=4)[C:8]=3[CH:24]=2)[CH2:3][CH2:2]1.[C:37](N1C=CN=C1)([N:39]1[CH:43]=[CH:42][N:41]=[CH:40]1)=[S:38].C(OCC)(=O)C.